The task is: Binary Classification. Given a miRNA mature sequence and a target amino acid sequence, predict their likelihood of interaction.. This data is from Experimentally validated miRNA-target interactions with 360,000+ pairs, plus equal number of negative samples. (1) The miRNA is hsa-miR-3692-3p with sequence GUUCCACACUGACACUGCAGAAGU. The protein sequence of the target gene is MRLPRRVEDAAELRKNLKPLLEKRRRARINESLSQLKGLVLPLLGAETSRSSKLEKADILEMTVRFLQEQPATLYSSAAPGPLNSYLEGYRACLARLARVLPACSVLEPAVSARLLEHLRQRTVSDDSPSLTLPPAPAPAPSPPVPPPGSSGLWRPW. Result: 0 (no interaction). (2) The miRNA is mmu-miR-3473a with sequence UGGAGAGAUGGCUCAGCA. The protein sequence of the target gene is METLNGPAGGGAPDAKLQPPGQHHRHHHLHPVAERRRLHRAPSPARPFLKDLHARPAAPGPAVPSSGRAPAPAAPRSPNLAGKAPPSPGSLAAPGRLSRRSGGVPGAKDKPPPGAGARAAGGAKAALGSRRAARVAPAEPLSRAGKPPGAEPPSAAAKGRKAKRGSRAPPARTVGPPTPAARIPAVTLAVTSVAGSPARCSRISHTDSSSDLSDCPSEPLSDEQRLLPAASSDAESGTGSSDREPPRGAPTPSPAARGAPPGSPEPPALLAAPLAAGACPGGRSIPSGVSGGFAGPGVAE.... Result: 0 (no interaction). (3) The miRNA is mmu-miR-337-5p with sequence CGGCGUCAUGCAGGAGUUGAUU. The protein sequence of the target gene is MPEQFSVAEFLAVTAEDLSSPAGAAAFAAKMPRYRGAALAREEILEGDQAILQRIKKAVRAIHSSGLGHVENEEQYREAVESLGNSHLSQNSHELSTGFLNLAVFTREVAALFKNLIQNLNNIVSFPLDSLMKGQLRDGRQDSKKQLEKAWKDYEAKMAKLEKERDRARVTGGIPGEVAQDMQRERRIFQLHMCEYLLKAGESQMKQGPDFLQSLIKFFHAQHNFFQDGWKAAQSLFPFIEKLAASVHALHQAQEDELQKLTQLRDSLRGTLQLESREEHLSRKNSGCGYSIHQHQGNKQ.... Result: 0 (no interaction). (4) The miRNA is mmu-miR-339-5p with sequence UCCCUGUCCUCCAGGAGCUCACG. The protein sequence of the target gene is MTANGTAEAVQIQFGLINCGNKYLTAEAFGFKVNASASSLKKKQIWTLEQPPDEAGSAAVCLRSHLGRYLAADKDGNVTCEREVPGPDCRFLIVAHDDGRWSLQSEAHRRYFGGTEDRLSCFAQTVSPAEKWSVHIAMHPQVNIYSVTRKRYAHLSARPADEIAVDRDVPWGVDSLITLAFQDQRYSVQTADHRFLRHDGRLVARPEPATGYTLEFRSGKVAFRDCEGRYLAPSGPSGTLKAGKATKVGKDELFALEQSCAQVVLQAANERNVSTRQGMDLSANQDEETDQETFQLEIDR.... Result: 0 (no interaction).